Dataset: Catalyst prediction with 721,799 reactions and 888 catalyst types from USPTO. Task: Predict which catalyst facilitates the given reaction. (1) Reactant: [C@@H:1]1([NH2:8])[CH2:6][CH2:5][CH2:4][CH2:3][C@@H:2]1[NH2:7].[F:9][C:10]([F:17])([F:16])[C:11](OCC)=[O:12]. Product: [NH2:7][C@H:2]1[CH2:3][CH2:4][CH2:5][CH2:6][C@H:1]1[NH:8][C:11](=[O:12])[C:10]([F:17])([F:16])[F:9]. The catalyst class is: 14. (2) Reactant: [CH:1]1([CH2:4][CH2:5][O:6][C:7]2[N:15]=[C:14]3[C:10]([N:11]=[C:12]([O:22]C)[N:13]3[CH2:16][CH:17]3[CH2:21][CH2:20][O:19][CH2:18]3)=[C:9]([NH2:24])[N:8]=2)[CH2:3][CH2:2]1.Cl.C(O)C.O. Product: [NH2:24][C:9]1[N:8]=[C:7]([O:6][CH2:5][CH2:4][CH:1]2[CH2:3][CH2:2]2)[N:15]=[C:14]2[C:10]=1[NH:11][C:12](=[O:22])[N:13]2[CH2:16][CH:17]1[CH2:21][CH2:20][O:19][CH2:18]1. The catalyst class is: 71. (3) Reactant: [CH2:1]([C:5]1[CH:10]=[CH:9][C:8]([CH:11]([CH3:16])[C:12]([NH:14]O)=[NH:13])=[CH:7][CH:6]=1)[CH:2]([CH3:4])[CH3:3].[C:17]([O:20]C(=O)C)(=[O:19])[CH3:18]. Product: [C:17]([OH:20])(=[O:19])[CH3:18].[CH2:1]([C:5]1[CH:6]=[CH:7][C:8]([CH:11]([CH3:16])[C:12]([NH2:14])=[NH:13])=[CH:9][CH:10]=1)[CH:2]([CH3:4])[CH3:3]. The catalyst class is: 285. (4) Reactant: [Cl:1][C:2]1[CH:3]=[C:4]([NH:8][C:9]2[N:14]=[C:13]([NH:15][CH2:16][C@@H:17]3[CH2:21][CH2:20][N:19]([C:22](OC(C)(C)C)=O)[CH2:18]3)[CH:12]=[CH:11][N:10]=2)[CH:5]=[CH:6][CH:7]=1.[H-].[Al+3].[Li+].[H-].[H-].[H-]. Product: [Cl:1][C:2]1[CH:3]=[C:4]([NH:8][C:9]2[N:14]=[C:13]([NH:15][CH2:16][C@@H:17]3[CH2:21][CH2:20][N:19]([CH3:22])[CH2:18]3)[CH:12]=[CH:11][N:10]=2)[CH:5]=[CH:6][CH:7]=1. The catalyst class is: 1. (5) Reactant: [Cl:1][C:2]1[N:10]=[C:9]([CH3:11])[CH:8]=[CH:7][C:3]=1[C:4]([OH:6])=O.C1C=CC2N(O)N=NC=2C=1.C(N(CC)CC)C.CCN=C=NCCCN(C)C.[CH3:40][O:41][C:42]([C@H:44]1[CH2:49][CH2:48][C@@H:47]([NH2:50])[CH2:46][CH2:45]1)=[O:43]. Product: [Cl:1][C:2]1[C:3]([C:4]([NH:50][C@@H:47]2[CH2:46][CH2:45][C@H:44]([C:42]([O:41][CH3:40])=[O:43])[CH2:49][CH2:48]2)=[O:6])=[CH:7][CH:8]=[C:9]([CH3:11])[N:10]=1. The catalyst class is: 4. (6) Reactant: [C:1]([C:5]1[CH:6]=[C:7]([NH2:17])[N:8]([C:10]2[CH:15]=[CH:14][C:13]([F:16])=[CH:12][CH:11]=2)[N:9]=1)([CH3:4])([CH3:3])[CH3:2].[C:18]([N:25]1[CH:29]=NC=N1)(N1C=NC=N1)=[O:19].[CH3:30][NH:31][C:32]([C:34]1[CH:39]=[C:38]([O:40][C:41]2[CH:46]=[CH:45]C(N)=[CH:43][CH:42]=2)[CH:37]=[CH:36][N:35]=1)=[O:33]. Product: [CH3:30][NH:31][C:32]([C:34]1[CH:39]=[C:38]([O:40][C:41]2[CH:46]=[CH:45][C:29]([NH:25][C:18]([NH:17][C:7]3[N:8]([C:10]4[CH:11]=[CH:12][C:13]([F:16])=[CH:14][CH:15]=4)[N:9]=[C:5]([C:1]([CH3:4])([CH3:2])[CH3:3])[CH:6]=3)=[O:19])=[CH:43][CH:42]=2)[CH:37]=[CH:36][N:35]=1)=[O:33]. The catalyst class is: 26. (7) Product: [Cl:1][C:2]1[CH:11]=[C:10]2[C:5]([C:6](=[O:12])[N:7]([CH2:14][C:15]3([OH:13])[CH2:16][CH2:17][N:18]([C:21]([O:23][C:24]([CH3:27])([CH3:26])[CH3:25])=[O:22])[CH2:19][CH2:20]3)[CH:8]=[N:9]2)=[CH:4][CH:3]=1. Reactant: [Cl:1][C:2]1[CH:11]=[C:10]2[C:5]([C:6](=[O:12])[NH:7][CH:8]=[N:9]2)=[CH:4][CH:3]=1.[O:13]1[C:15]2([CH2:20][CH2:19][N:18]([C:21]([O:23][C:24]([CH3:27])([CH3:26])[CH3:25])=[O:22])[CH2:17][CH2:16]2)[CH2:14]1.C(=O)([O-])[O-].[Cs+].[Cs+]. The catalyst class is: 3.